From a dataset of Full USPTO retrosynthesis dataset with 1.9M reactions from patents (1976-2016). Predict the reactants needed to synthesize the given product. (1) Given the product [O:18]=[C:13]1[CH2:12][CH2:11][C@H:10]2[C@H:15]([CH2:16][CH2:17][N:8]([C:27]([O:29][C:30]([CH3:31])([CH3:32])[CH3:33])=[O:28])[CH2:9]2)[CH2:14]1, predict the reactants needed to synthesize it. The reactants are: C([N:8]1[CH2:17][CH2:16][C@H:15]2[C@H:10]([CH2:11][CH2:12][C:13](=[O:18])[CH2:14]2)[CH2:9]1)C1C=CC=CC=1.[C:27](O[C:27]([O:29][C:30]([CH3:33])([CH3:32])[CH3:31])=[O:28])([O:29][C:30]([CH3:33])([CH3:32])[CH3:31])=[O:28]. (2) Given the product [C:1]([O:5][C:6](=[O:7])[NH:8][C:9]1[C:18]2[C:13](=[CH:14][CH:15]=[CH:16][CH:17]=2)[C:12]([O:19][C:20]2[CH:25]=[CH:24][N:23]=[C:22]([NH:26][C:27]3[CH:28]=[C:29]([C:30](=[O:31])[NH:53][C@@H:48]([CH3:49])[CH2:47][N:52]4[CH2:51][CH2:50][O:75][CH2:68][CH2:70]4)[CH:33]=[C:34]([C:36]#[CH:37])[CH:35]=3)[N:21]=2)=[CH:11][CH:10]=1)([CH3:2])([CH3:3])[CH3:4], predict the reactants needed to synthesize it. The reactants are: [C:1]([O:5][C:6]([NH:8][C:9]1[C:18]2[C:13](=[CH:14][CH:15]=[CH:16][CH:17]=2)[C:12]([O:19][C:20]2[CH:25]=[CH:24][N:23]=[C:22]([NH:26][C:27]3[CH:28]=[C:29]([CH:33]=[C:34]([C:36]#[CH:37])[CH:35]=3)[C:30](O)=[O:31])[N:21]=2)=[CH:11][CH:10]=1)=[O:7])([CH3:4])([CH3:3])[CH3:2].CN(C(ON1N=[N:53][C:48]2[CH:49]=[CH:50][CH:51]=[N:52][C:47]1=2)=[N+](C)C)C.F[P-](F)(F)(F)(F)F.CCN([CH:68]([CH3:70])C)C(C)C.CN(C=[O:75])C. (3) The reactants are: [C:1]1([C:7]2[NH:8][C:9](=[O:20])[NH:10][C:11]3[C:16]=2[CH:15]=[C:14]2[CH:17]=[CH:18][CH:19]=[C:13]2[CH:12]=3)[CH:6]=[CH:5][CH:4]=[CH:3][CH:2]=1.C([O-])([O-])=O.[K+].[K+].I[CH2:28][CH3:29].O. Given the product [CH2:28]([O:20][C:9]1[N:8]=[C:7]([C:1]2[CH:2]=[CH:3][CH:4]=[CH:5][CH:6]=2)[C:16]2[CH2:15][C:14]3=[CH:17][CH:18]=[CH:19][C:13]3=[CH:12][C:11]=2[N:10]=1)[CH3:29], predict the reactants needed to synthesize it. (4) Given the product [NH2:1][C:4]1[CH:5]=[CH:6][C:7]2[CH2:8][C@@H:9]3[O:13][C:12](=[O:14])[NH:11][C@@H:10]3[C:15]=2[CH:16]=1, predict the reactants needed to synthesize it. The reactants are: [N+:1]([C:4]1[CH:5]=[CH:6][C:7]2[CH2:8][C@@H:9]3[O:13][C:12](=[O:14])[NH:11][C@@H:10]3[C:15]=2[CH:16]=1)([O-])=O. (5) Given the product [C:6]([NH2:29])(=[O:11])[C:7]1[C:3](=[CH:2][CH:10]=[CH:9][CH:8]=1)[C:4]([NH2:12])=[O:5], predict the reactants needed to synthesize it. The reactants are: Cl[C:2]1[CH:10]=[CH:9][CH:8]=[C:7]2[C:3]=1[C:4](=[N:12][C@@H](C)CSC)[O:5][C:6]2=[O:11].FC(F)(F)C1C=C(C=C(C(F)(F)F)C=1)CC1[N:29]=C(C)C(N)=CC=1. (6) Given the product [C:1]([C:3]([C:11]1[S:12][CH:13]=[CH:14][CH:15]=1)([CH:8]([CH3:10])[CH3:9])[CH2:4][CH2:5][CH2:6][N:30]1[CH2:31][CH2:32][N:27]([CH2:26][CH2:25][O:24][C:22]2[CH:21]=[CH:20][CH:19]=[C:18]([CH2:17][F:16])[N:23]=2)[CH2:28][CH2:29]1)#[N:2], predict the reactants needed to synthesize it. The reactants are: [C:1]([C:3]([C:11]1[S:12][CH:13]=[CH:14][CH:15]=1)([CH:8]([CH3:10])[CH3:9])[CH2:4][CH2:5][CH2:6]I)#[N:2].[F:16][CH2:17][C:18]1[N:23]=[C:22]([O:24][CH2:25][CH2:26][N:27]2[CH2:32][CH2:31][NH:30][CH2:29][CH2:28]2)[CH:21]=[CH:20][CH:19]=1. (7) Given the product [Cl:1][C:2]1[N:7]=[CH:6][C:5]([C:10]#[C:9][C:11]2[CH:16]=[CH:15][C:14]([F:17])=[CH:13][CH:12]=2)=[CH:4][N:3]=1, predict the reactants needed to synthesize it. The reactants are: [Cl:1][C:2]1[N:7]=[CH:6][C:5](I)=[CH:4][N:3]=1.[C:9]([C:11]1[CH:16]=[CH:15][C:14]([F:17])=[CH:13][CH:12]=1)#[CH:10].C(N(CC)CC)C. (8) Given the product [OH:7][NH:8][C:9](=[O:43])/[CH:10]=[CH:11]/[C:12]1[CH:16]=[CH:15][N:14]([S:17]([C:20]2[CH:21]=[CH:22][C:23]([C:26]3[CH:31]=[CH:30][C:29]([NH:32][S:33]([C:36]4[CH:37]=[CH:38][C:39]([CH3:42])=[CH:40][CH:41]=4)(=[O:35])=[O:34])=[CH:28][CH:27]=3)=[CH:24][CH:25]=2)(=[O:18])=[O:19])[CH:13]=1, predict the reactants needed to synthesize it. The reactants are: O1CCCCC1[O:7][NH:8][C:9](=[O:43])/[CH:10]=[CH:11]/[C:12]1[CH:16]=[CH:15][N:14]([S:17]([C:20]2[CH:25]=[CH:24][C:23]([C:26]3[CH:31]=[CH:30][C:29]([NH:32][S:33]([C:36]4[CH:41]=[CH:40][C:39]([CH3:42])=[CH:38][CH:37]=4)(=[O:35])=[O:34])=[CH:28][CH:27]=3)=[CH:22][CH:21]=2)(=[O:19])=[O:18])[CH:13]=1. (9) Given the product [OH:17][C:16]1[C:15]([OH:18])=[C:14]([OH:19])[C:13]([CH2:21][N:22]2[CH2:27][CH2:26][N:25]([CH3:28])[CH2:24][CH2:23]2)=[C:12]2[C:11]=1[C:9](=[O:10])[CH:8]=[C:7]([C:4]1[CH:3]=[CH:2][CH:1]=[CH:6][CH:5]=1)[O:20]2, predict the reactants needed to synthesize it. The reactants are: [CH:1]1[CH:2]=[CH:3][C:4]([C:7]2[O:20][C:12]3=[CH:13][C:14]([OH:19])=[C:15]([OH:18])[C:16]([OH:17])=[C:11]3[C:9](=[O:10])[CH:8]=2)=[CH:5][CH:6]=1.[CH3:21][N:22]1[CH2:27][CH2:26][NH:25][CH2:24][CH2:23]1.[CH3:28]O. (10) Given the product [OH:20][C:7]1[CH:6]=[C:5]2[C:10]([C:11]([C:12]([OH:14])=[O:13])=[C:2]([CH3:1])[C:3]([C:22]3[CH:27]=[CH:26][CH:25]=[C:24]([C:28]([F:30])([F:31])[F:29])[CH:23]=3)=[N:4]2)=[CH:9][C:8]=1[S:16]([CH3:19])(=[O:18])=[O:17], predict the reactants needed to synthesize it. The reactants are: [CH3:1][C:2]1[C:3]([C:22]2[CH:27]=[CH:26][CH:25]=[C:24]([C:28]([F:31])([F:30])[F:29])[CH:23]=2)=[N:4][C:5]2[C:10]([C:11]=1[C:12]([O:14]C)=[O:13])=[CH:9][C:8]([S:16]([CH3:19])(=[O:18])=[O:17])=[C:7]([O:20]C)[CH:6]=2.Br.